Dataset: Forward reaction prediction with 1.9M reactions from USPTO patents (1976-2016). Task: Predict the product of the given reaction. Given the reactants [C:1]([C:4]1[CH:9]=[CH:8][C:7]([N:10]2[CH2:15][CH2:14][N:13]([C:16]([C:18]3[CH:19]=[C:20]([CH:24]=[CH:25][C:26]=3[N:27]3[CH2:32][CH2:31][O:30][CH2:29][CH2:28]3)[C:21](O)=[O:22])=[O:17])[CH2:12][CH2:11]2)=[C:6]([F:33])[CH:5]=1)(=[O:3])[CH3:2].[CH3:34][NH2:35], predict the reaction product. The product is: [C:1]([C:4]1[CH:9]=[CH:8][C:7]([N:10]2[CH2:11][CH2:12][N:13]([C:16]([C:18]3[CH:19]=[C:20]([CH:24]=[CH:25][C:26]=3[N:27]3[CH2:28][CH2:29][O:30][CH2:31][CH2:32]3)[C:21]([NH:35][CH3:34])=[O:22])=[O:17])[CH2:14][CH2:15]2)=[C:6]([F:33])[CH:5]=1)(=[O:3])[CH3:2].